This data is from CYP1A2 inhibition data for predicting drug metabolism from PubChem BioAssay. The task is: Regression/Classification. Given a drug SMILES string, predict its absorption, distribution, metabolism, or excretion properties. Task type varies by dataset: regression for continuous measurements (e.g., permeability, clearance, half-life) or binary classification for categorical outcomes (e.g., BBB penetration, CYP inhibition). Dataset: cyp1a2_veith. (1) The drug is O=C(c1cnccn1)N1CCC[C@@]2(CCN(Cc3ccccc3)C2)C1. The result is 0 (non-inhibitor). (2) The drug is O=C(NCc1ccccc1C(F)(F)F)C1CC(c2ccccc2[N+](=O)[O-])=NO1. The result is 1 (inhibitor). (3) The molecule is O=C(c1cc(C(F)(F)F)cc(C(F)(F)F)c1)N1CCC2(CC1)CN(c1ccccn1)C2. The result is 0 (non-inhibitor). (4) The drug is Cc1ccc(NC(=O)Cn2nc([N+](=O)[O-])c(Br)c2C)cc1C. The result is 1 (inhibitor). (5) The molecule is CN(C)c1ncc2nc(-c3ccc(Cl)cc3)c(=O)n(C)c2n1. The result is 1 (inhibitor). (6) The compound is O=C(Nc1ccc(N2CCCCC2)cc1)c1cncc(Br)c1. The result is 1 (inhibitor). (7) The drug is CCOC(=O)COc1c(C=O)cc(Br)cc1OC. The result is 1 (inhibitor).